From a dataset of Full USPTO retrosynthesis dataset with 1.9M reactions from patents (1976-2016). Predict the reactants needed to synthesize the given product. Given the product [ClH:1].[F:17][C:12]1([CH2:15][OH:16])[CH2:13][CH2:14][NH:9][CH2:10][CH2:11]1, predict the reactants needed to synthesize it. The reactants are: [ClH:1].C(OC([N:9]1[CH2:14][CH2:13][C:12]([F:17])([CH2:15][OH:16])[CH2:11][CH2:10]1)=O)(C)(C)C.